From a dataset of Forward reaction prediction with 1.9M reactions from USPTO patents (1976-2016). Predict the product of the given reaction. (1) Given the reactants [NH2:1][CH2:2][C:3]1[C:8]([CH2:9][CH3:10])=[N:7][C:6]2[N:11]([CH2:14][CH3:15])[N:12]=[CH:13][C:5]=2[C:4]=1[NH:16][CH:17]1[CH2:22][CH2:21][O:20][CH2:19][CH2:18]1.[I-].C[N+]1C=CN([C:30]([N:32]2[CH2:37][CH2:36][CH2:35][CH2:34][CH2:33]2)=[O:31])C=1.CCN(C(C)C)C(C)C, predict the reaction product. The product is: [CH2:14]([N:11]1[C:6]2=[N:7][C:8]([CH2:9][CH3:10])=[C:3]([CH2:2][NH:1][C:30]([N:32]3[CH2:37][CH2:36][CH2:35][CH2:34][CH2:33]3)=[O:31])[C:4]([NH:16][CH:17]3[CH2:18][CH2:19][O:20][CH2:21][CH2:22]3)=[C:5]2[CH:13]=[N:12]1)[CH3:15]. (2) The product is: [C:1]([O:5][C:6](=[O:36])[NH:7][C:8]1[CH:9]=[N:10][C:11]([C:37]2[CH:42]=[CH:41][CH:40]=[CH:39][CH:38]=2)=[CH:12][C:13]=1[C:14]([N:16]1[CH2:21][CH2:20][CH:19]([N:22]2[CH2:34][CH2:33][CH2:32][C:24]3([C:28](=[O:29])[O:27][C:26]([CH3:31])([CH3:30])[CH2:25]3)[CH2:23]2)[CH2:18][CH2:17]1)=[O:15])([CH3:4])([CH3:3])[CH3:2]. Given the reactants [C:1]([O:5][C:6](=[O:36])[NH:7][C:8]1[CH:9]=[N:10][C:11](Cl)=[CH:12][C:13]=1[C:14]([N:16]1[CH2:21][CH2:20][CH:19]([N:22]2[CH2:34][CH2:33][CH2:32][C:24]3([C:28](=[O:29])[O:27][C:26]([CH3:31])([CH3:30])[CH2:25]3)[CH2:23]2)[CH2:18][CH2:17]1)=[O:15])([CH3:4])([CH3:3])[CH3:2].[C:37]1(B(O)O)[CH:42]=[CH:41][CH:40]=[CH:39][CH:38]=1.C(OC(C)C)(C)C, predict the reaction product. (3) The product is: [CH2:8]([O:7][C:5]([C:4]1[CH:3]=[C:2]([NH:13][C@H:14]([CH:15]([CH3:17])[CH3:16])[C:18]([OH:20])=[O:19])[CH:12]=[CH:11][CH:10]=1)=[O:6])[CH3:9]. Given the reactants I[C:2]1[CH:3]=[C:4]([CH:10]=[CH:11][CH:12]=1)[C:5]([O:7][CH2:8][CH3:9])=[O:6].[NH2:13][C@@H:14]([C:18]([OH:20])=[O:19])[CH:15]([CH3:17])[CH3:16].C(=O)([O-])[O-].[K+].[K+], predict the reaction product. (4) Given the reactants [C:1]([O:5][C:6]([NH:8][C@H:9]([C:12]([OH:14])=[O:13])[CH2:10]O)=[O:7])([CH3:4])([CH3:3])[CH3:2].[CH2:15](N(CC)CC)C.[CH3:22][S:23](Cl)(=[O:25])=[O:24].Cl, predict the reaction product. The product is: [CH3:15][O:14][C:12](=[O:13])[CH:9]([NH:8][C:6]([O:5][C:1]([CH3:4])([CH3:3])[CH3:2])=[O:7])[CH2:10][S:23]([CH3:22])(=[O:25])=[O:24].